This data is from NCI-60 drug combinations with 297,098 pairs across 59 cell lines. The task is: Regression. Given two drug SMILES strings and cell line genomic features, predict the synergy score measuring deviation from expected non-interaction effect. (1) Drug 1: C1=NC2=C(N=C(N=C2N1C3C(C(C(O3)CO)O)F)Cl)N. Drug 2: CC1CCC2CC(C(=CC=CC=CC(CC(C(=O)C(C(C(=CC(C(=O)CC(OC(=O)C3CCCCN3C(=O)C(=O)C1(O2)O)C(C)CC4CCC(C(C4)OC)OCCO)C)C)O)OC)C)C)C)OC. Cell line: SF-539. Synergy scores: CSS=-1.64, Synergy_ZIP=1.22, Synergy_Bliss=-1.75, Synergy_Loewe=-7.31, Synergy_HSA=-5.94. (2) Drug 1: CCC1=C2N=C(C=C(N2N=C1)NCC3=C[N+](=CC=C3)[O-])N4CCCCC4CCO. Drug 2: CN1C=C(C=N1)C2=C3N=C(C(=C(N3N=C2)N)Br)C4CCCNC4. Cell line: NCIH23. Synergy scores: CSS=2.29, Synergy_ZIP=-23.4, Synergy_Bliss=-67.9, Synergy_Loewe=-69.1, Synergy_HSA=-64.3. (3) Drug 1: C1=CC(=CC=C1CC(C(=O)O)N)N(CCCl)CCCl.Cl. Drug 2: C1CN(CCN1C(=O)CCBr)C(=O)CCBr. Cell line: MDA-MB-231. Synergy scores: CSS=26.0, Synergy_ZIP=4.07, Synergy_Bliss=12.6, Synergy_Loewe=9.36, Synergy_HSA=11.6. (4) Drug 1: C1CN1C2=NC(=NC(=N2)N3CC3)N4CC4. Drug 2: CC1C(C(CC(O1)OC2CC(CC3=C2C(=C4C(=C3O)C(=O)C5=CC=CC=C5C4=O)O)(C(=O)C)O)N)O. Cell line: SK-MEL-5. Synergy scores: CSS=66.4, Synergy_ZIP=-4.83, Synergy_Bliss=-0.692, Synergy_Loewe=1.74, Synergy_HSA=3.20. (5) Drug 1: C1C(C(OC1N2C=C(C(=O)NC2=O)F)CO)O. Cell line: SF-539. Synergy scores: CSS=25.0, Synergy_ZIP=1.60, Synergy_Bliss=3.27, Synergy_Loewe=-25.9, Synergy_HSA=2.10. Drug 2: CN1C2=C(C=C(C=C2)N(CCCl)CCCl)N=C1CCCC(=O)O.Cl.